This data is from Human liver microsome stability data. The task is: Regression/Classification. Given a drug SMILES string, predict its absorption, distribution, metabolism, or excretion properties. Task type varies by dataset: regression for continuous measurements (e.g., permeability, clearance, half-life) or binary classification for categorical outcomes (e.g., BBB penetration, CYP inhibition). Dataset: hlm. (1) The drug is Cc1cccc(CN(C2CCOCC2)[C@H]2CCNC2)c1C. The result is 0 (unstable in human liver microsomes). (2) The molecule is O=C(Nc1cc(C(F)(F)F)cc(C(F)(F)F)c1)c1cc(Br)ccc1O. The result is 0 (unstable in human liver microsomes). (3) The drug is Cc1ncc(C(=O)Nc2ccc(-c3ccsc3)cn2)cn1. The result is 1 (stable in human liver microsomes). (4) The compound is CCNC(=O)N1CC(N)C(c2ccc(Cl)cc2Cl)C1. The result is 0 (unstable in human liver microsomes).